From a dataset of Peptide-MHC class II binding affinity with 134,281 pairs from IEDB. Regression. Given a peptide amino acid sequence and an MHC pseudo amino acid sequence, predict their binding affinity value. This is MHC class II binding data. (1) The peptide sequence is QEALNIALVAVSLIA. The MHC is H-2-IAb with pseudo-sequence H-2-IAb. The binding affinity (normalized) is 0.383. (2) The peptide sequence is DVLSQPMLPHTWDGS. The MHC is HLA-DPA10103-DPB10401 with pseudo-sequence HLA-DPA10103-DPB10401. The binding affinity (normalized) is 0.193.